Dataset: Reaction yield outcomes from USPTO patents with 853,638 reactions. Task: Predict the reaction yield, written as a fraction of the theoretical maximum amount of product (1.0 means a 100% yield; for example, 0.34 means a 34% yield). The reactants are CC(C)([O-])C.[K+].[CH2:7]([N:14]([CH2:18][C:19]1[C:24](Cl)=[N:23][C:22]([N:26]([CH3:30])[CH:27]([CH3:29])[CH3:28])=[CH:21][N:20]=1)[CH2:15][CH2:16][OH:17])[C:8]1[CH:13]=[CH:12][CH:11]=[CH:10][CH:9]=1.O. The catalyst is CN(C=O)C. The product is [CH2:7]([N:14]1[CH2:18][C:19]2[N:20]=[CH:21][C:22]([N:26]([CH3:30])[CH:27]([CH3:29])[CH3:28])=[N:23][C:24]=2[O:17][CH2:16][CH2:15]1)[C:8]1[CH:13]=[CH:12][CH:11]=[CH:10][CH:9]=1. The yield is 0.870.